Dataset: Reaction yield outcomes from USPTO patents with 853,638 reactions. Task: Predict the reaction yield, written as a fraction of the theoretical maximum amount of product (1.0 means a 100% yield; for example, 0.34 means a 34% yield). The reactants are [Br:1][CH2:2][C:3](Br)=[O:4].[NH2:6][CH:7]([P:16](=[O:23])([O:20][CH2:21][CH3:22])[O:17][CH2:18][CH3:19])[P:8](=[O:15])([O:12][CH2:13][CH3:14])[O:9][CH2:10][CH3:11].N1C=CC=CC=1. The catalyst is C(Cl)Cl. The product is [Br:1][CH2:2][C:3]([NH:6][CH:7]([P:8](=[O:15])([O:9][CH2:10][CH3:11])[O:12][CH2:13][CH3:14])[P:16](=[O:23])([O:20][CH2:21][CH3:22])[O:17][CH2:18][CH3:19])=[O:4]. The yield is 0.370.